Dataset: Full USPTO retrosynthesis dataset with 1.9M reactions from patents (1976-2016). Task: Predict the reactants needed to synthesize the given product. (1) Given the product [ClH:13].[C:16]([S:17][CH2:12][C:8]1[CH2:9][CH2:10][CH2:11][C:5]2[CH:4]=[CH:3][C:2]([Br:1])=[CH:14][C:6]=2[CH:7]=1)(=[NH:15])[NH2:18], predict the reactants needed to synthesize it. The reactants are: [Br:1][C:2]1[CH:3]=[CH:4][C:5]2[CH2:11][CH2:10][CH2:9][C:8]([CH2:12][Cl:13])=[CH:7][C:6]=2[CH:14]=1.[NH2:15][C:16]([NH2:18])=[S:17]. (2) Given the product [C:1]1([CH:7]2[O:11][N:10]=[C:9]([C:12]3[N:13]=[C:14]([CH:17]4[CH2:18][CH2:19][N:20]([C:23]([S:33][CH3:34])=[N:24][C:25]5[CH:30]=[C:29]([CH3:31])[CH:28]=[CH:27][C:26]=5[CH3:32])[CH2:21][CH2:22]4)[S:15][CH:16]=3)[CH2:8]2)[CH:6]=[CH:5][CH:4]=[CH:3][CH:2]=1, predict the reactants needed to synthesize it. The reactants are: [C:1]1([CH:7]2[O:11][N:10]=[C:9]([C:12]3[N:13]=[C:14]([CH:17]4[CH2:22][CH2:21][N:20]([C:23](=[S:33])[NH:24][C:25]5[CH:30]=[C:29]([CH3:31])[CH:28]=[CH:27][C:26]=5[CH3:32])[CH2:19][CH2:18]4)[S:15][CH:16]=3)[CH2:8]2)[CH:6]=[CH:5][CH:4]=[CH:3][CH:2]=1.[CH3:34]I. (3) Given the product [CH3:1][CH:2]([CH:9]=[C:10]([CH3:11])[CH3:12])[CH2:3][CH2:4][CH2:5][CH2:6][CH2:7][OH:8], predict the reactants needed to synthesize it. The reactants are: [CH3:1][CH:2]([CH:9]=[C:10]([CH3:12])[CH3:11])[CH2:3][CH2:4][CH2:5][CH2:6][CH:7]=[O:8].[BH4-].[Na+].CC(C)=O. (4) Given the product [C:1]1([C:12]2[CH:17]=[CH:16][CH:15]=[CH:14][CH:13]=2)[CH:6]=[CH:5][C:4]([C:7]2[S:8][C:9]([Br:18])=[CH:10][N:11]=2)=[CH:3][CH:2]=1, predict the reactants needed to synthesize it. The reactants are: [C:1]1([C:12]2[CH:17]=[CH:16][CH:15]=[CH:14][CH:13]=2)[CH:6]=[CH:5][C:4]([C:7]2[S:8][CH:9]=[CH:10][N:11]=2)=[CH:3][CH:2]=1.[Br:18]N1C(=O)CCC1=O.[O-]S([O-])=O.[Na+].[Na+]. (5) Given the product [CH2:1]([O:3][C:4]([N:6]1[CH2:11][CH2:10][N:9]([C:12](=[O:47])[C@@H:13]([NH:23][C:24]([C:26]2[CH:30]=[C:29]([O:31][C:32]3([C:36]([O:38][CH2:39][CH3:40])=[O:37])[CH2:35][CH2:34][CH2:33]3)[N:28]([C:41]3[CH:46]=[CH:45][CH:44]=[CH:43][CH:42]=3)[N:27]=2)=[O:25])[CH2:14][CH2:15][C:16]([OH:18])=[O:17])[CH2:8][CH2:7]1)=[O:5])[CH3:2], predict the reactants needed to synthesize it. The reactants are: [CH2:1]([O:3][C:4]([N:6]1[CH2:11][CH2:10][N:9]([C:12](=[O:47])[C@@H:13]([NH:23][C:24]([C:26]2[CH:30]=[C:29]([O:31][C:32]3([C:36]([O:38][CH2:39][CH3:40])=[O:37])[CH2:35][CH2:34][CH2:33]3)[N:28]([C:41]3[CH:46]=[CH:45][CH:44]=[CH:43][CH:42]=3)[N:27]=2)=[O:25])[CH2:14][CH2:15][C:16]([O:18]C(C)(C)C)=[O:17])[CH2:8][CH2:7]1)=[O:5])[CH3:2].C1(C)C=CC=CC=1. (6) Given the product [C:1]([C:3]1[CH:4]=[CH:5][C:6]([C:9]([C:11]2[CH:12]=[CH:13][C:14]([F:17])=[CH:15][CH:16]=2)=[O:10])=[CH:7][CH:8]=1)#[CH:2], predict the reactants needed to synthesize it. The reactants are: [C:1]([C:3]1[CH:8]=[CH:7][C:6]([CH:9]([C:11]2[CH:16]=[CH:15][C:14]([F:17])=[CH:13][CH:12]=2)[OH:10])=[CH:5][CH:4]=1)#[CH:2]. (7) Given the product [F:38][C:39]1[CH:44]=[C:43]([C:2]2[S:3][C:4]([NH:30][C:31](=[O:37])[O:32][C:33]([CH3:36])([CH3:35])[CH3:34])=[C:5]([C:7](=[O:29])[NH:8][C:9]3[CH:10]=[N:11][N:12]([CH3:28])[C:13]=3[N:14]3[CH2:20][CH2:19][CH2:18][C@H:17]([NH:21][C:22](=[O:27])[C:23]([F:26])([F:25])[F:24])[CH2:16][CH2:15]3)[N:6]=2)[CH:42]=[CH:41][N:40]=1, predict the reactants needed to synthesize it. The reactants are: Br[C:2]1[S:3][C:4]([NH:30][C:31](=[O:37])[O:32][C:33]([CH3:36])([CH3:35])[CH3:34])=[C:5]([C:7](=[O:29])[NH:8][C:9]2[CH:10]=[N:11][N:12]([CH3:28])[C:13]=2[N:14]2[CH2:20][CH2:19][CH2:18][C@H:17]([NH:21][C:22](=[O:27])[C:23]([F:26])([F:25])[F:24])[CH2:16][CH2:15]2)[N:6]=1.[F:38][C:39]1[CH:44]=[C:43](B2OC(C)(C)C(C)(C)O2)[CH:42]=[CH:41][N:40]=1.CC([O-])=O.[K+].C([O-])([O-])=O.[Na+].[Na+].